Dataset: Full USPTO retrosynthesis dataset with 1.9M reactions from patents (1976-2016). Task: Predict the reactants needed to synthesize the given product. (1) Given the product [CH:1]1([N:7]2[C:11](=[O:12])[C:10]([NH:13][C:14]([C:16]3[C:20]([CH3:21])=[C:19](/[CH:22]=[CH:23]\[C:24]([CH3:26])([CH3:25])[CH3:27])[O:18][N:17]=3)=[O:15])=[C:9]([CH3:28])[N:8]2[CH3:29])[CH2:2][CH2:3][CH2:4][CH2:5][CH2:6]1, predict the reactants needed to synthesize it. The reactants are: [CH:1]1([N:7]2[C:11](=[O:12])[C:10]([NH:13][C:14]([C:16]3[C:20]([CH3:21])=[C:19]([C:22]#[C:23][C:24]([CH3:27])([CH3:26])[CH3:25])[O:18][N:17]=3)=[O:15])=[C:9]([CH3:28])[N:8]2[CH3:29])[CH2:6][CH2:5][CH2:4][CH2:3][CH2:2]1.C(SCCO)CSCCO. (2) Given the product [Cl:32][C:3]1[C:4]([O:21][C:22]([F:31])([F:30])[CH:23]([F:29])[O:24][C:25]([F:26])([F:27])[F:28])=[N:5][N:6]([C:7]2[CH:12]=[C:11]([S:13][CH2:14][C:15]([F:18])([F:17])[F:16])[C:10]([CH3:19])=[CH:9][C:8]=2[F:20])[CH:2]=1, predict the reactants needed to synthesize it. The reactants are: N[C:2]1[N:6]([C:7]2[CH:12]=[C:11]([S:13][CH2:14][C:15]([F:18])([F:17])[F:16])[C:10]([CH3:19])=[CH:9][C:8]=2[F:20])[N:5]=[C:4]([O:21][C:22]([F:31])([F:30])[CH:23]([F:29])[O:24][C:25]([F:28])([F:27])[F:26])[C:3]=1[Cl:32].N(OC(C)(C)C)=O. (3) Given the product [N:28]1[C:29]2[C:24](=[CH:23][C:22]([CH2:21][N:18]3[C:16]4=[N:17][C:12]([C:40]5[CH:41]=[CH:42][C:43]([NH2:46])=[N:44][CH:45]=5)=[CH:13][CH:14]=[C:15]4[N:20]=[N:19]3)=[CH:31][CH:30]=2)[CH:25]=[CH:26][CH:27]=1, predict the reactants needed to synthesize it. The reactants are: FC1C=C([C:12]2[N:17]=[C:16]3[N:18]([CH2:21][C:22]4[CH:23]=[C:24]5[C:29](=[CH:30][CH:31]=4)[N:28]=[CH:27][CH:26]=[CH:25]5)[N:19]=[N:20][C:15]3=[CH:14][CH:13]=2)C=CC=1C(NC)=O.CC1(C)C(C)(C)OB([C:40]2[CH:41]=[CH:42][C:43]([NH2:46])=[N:44][CH:45]=2)O1.C(=O)([O-])[O-].[K+].[K+].O1CCOCC1. (4) Given the product [F:1][C:2]1[C:7]([O:8][CH3:9])=[CH:6][C:5]([O:10][CH3:11])=[C:4]([F:12])[C:3]=1[N:13]1[CH2:22][C:21]2[C:16](=[N:17][C:18]([NH:29][CH:30]([CH2:33][OH:34])[CH2:31][OH:32])=[N:19][CH:20]=2)[N:15]([CH2:26][CH3:27])[C:14]1=[O:28], predict the reactants needed to synthesize it. The reactants are: [F:1][C:2]1[C:7]([O:8][CH3:9])=[CH:6][C:5]([O:10][CH3:11])=[C:4]([F:12])[C:3]=1[N:13]1[CH2:22][C:21]2[C:16](=[N:17][C:18](S(C)=O)=[N:19][CH:20]=2)[N:15]([CH2:26][CH3:27])[C:14]1=[O:28].[NH2:29][CH:30]([CH2:33][OH:34])[CH2:31][OH:32]. (5) Given the product [C:1]([C:3]1[C:7]2[CH:8]=[C:9]([O:12][CH3:13])[CH:10]=[CH:11][C:6]=2[O:5][C:4]=1[CH:14]([NH:21][C:22]1[CH:23]=[CH:24][C:25]([C:28]([NH:30][CH2:31][CH2:32][C:33]([OH:35])=[O:34])=[O:29])=[CH:26][CH:27]=1)[CH:15]1[CH2:20][CH2:19][CH2:18][CH2:17][CH2:16]1)#[N:2], predict the reactants needed to synthesize it. The reactants are: [C:1]([C:3]1[C:7]2[CH:8]=[C:9]([O:12][CH3:13])[CH:10]=[CH:11][C:6]=2[O:5][C:4]=1[CH:14]([NH:21][C:22]1[CH:27]=[CH:26][C:25]([C:28]([NH:30][CH2:31][CH2:32][C:33]([O:35]CC)=[O:34])=[O:29])=[CH:24][CH:23]=1)[CH:15]1[CH2:20][CH2:19][CH2:18][CH2:17][CH2:16]1)#[N:2].O1CCCC1.[OH-].[Na+]. (6) The reactants are: CCCCC.[C:6]([Li])([CH3:9])([CH3:8])C.Cl[C:12]1[C:30]([O:31][C:32]2C=CC=[CH:34][CH:33]=2)=[CH:29][CH:28]=[CH:27][C:13]=1[N:14]([C:21]1[CH:26]=[CH:25][CH:24]=[CH:23][CH:22]=1)[C:15]1[CH:20]=[CH:19][CH:18]=[CH:17][CH:16]=1.C(C1C=CC=CC=1)(C)(C)C.[B:48](Br)(Br)Br.C([O-])(=O)C.[Na+]. Given the product [C:15]1([N:14]2[C:13]3[C:12]4=[C:30]([O:31][C:32]5[CH:33]=[CH:34][CH:9]=[CH:6][C:8]=5[B:48]4[C:26]4[CH:25]=[CH:24][CH:23]=[CH:22][C:21]2=4)[CH:29]=[CH:28][CH:27]=3)[CH:20]=[CH:19][CH:18]=[CH:17][CH:16]=1, predict the reactants needed to synthesize it. (7) Given the product [CH3:13][C:14]1[CH:19]=[C:18]([C:20]2[CH:21]=[CH:22][C:23]3[N:29]4[CH2:30][C@H:26]([CH2:27][CH2:28]4)[N:25]([C:5]([NH:39][CH2:38][C:34]4[CH:33]=[N:32][CH:37]=[CH:36][CH:35]=4)=[O:11])[C:24]=3[N:31]=2)[CH:17]=[CH:16][N:15]=1, predict the reactants needed to synthesize it. The reactants are: ClC(Cl)(O[C:5](=[O:11])OC(Cl)(Cl)Cl)Cl.[CH3:13][C:14]1[CH:19]=[C:18]([C:20]2[CH:21]=[CH:22][C:23]3[N:29]4[CH2:30][C@H:26]([CH2:27][CH2:28]4)[NH:25][C:24]=3[N:31]=2)[CH:17]=[CH:16][N:15]=1.[N:32]1[CH:37]=[CH:36][CH:35]=[C:34]([CH2:38][NH2:39])[CH:33]=1. (8) Given the product [NH2:8][C:7]1[C:2]([C:11]#[C:10][C:12]2[CH:17]=[CH:16][N:15]=[C:14]([NH:18][C:19](=[O:21])[CH3:20])[CH:13]=2)=[N:3][CH:4]=[C:5]([Br:9])[CH:6]=1, predict the reactants needed to synthesize it. The reactants are: Br[C:2]1[C:7]([NH2:8])=[CH:6][C:5]([Br:9])=[CH:4][N:3]=1.[C:10]([C:12]1[CH:17]=[CH:16][N:15]=[C:14]([NH:18][C:19](=[O:21])[CH3:20])[CH:13]=1)#[CH:11]. (9) The reactants are: Cl[C:2]1[C:11]2[C:6](=[CH:7][C:8]([O:12][CH3:13])=[CH:9][CH:10]=2)[CH:5]=[C:4]([NH:14][C:15]2[CH:19]=[C:18]([CH3:20])[NH:17][N:16]=2)[N:3]=1.[C:21]([C:24]1[CH:25]=[C:26](B(O)O)[CH:27]=[CH:28][CH:29]=1)(=[O:23])[CH3:22]. Given the product [CH3:20][C:18]1[NH:17][N:16]=[C:15]([NH:14][C:4]2[N:3]=[C:2]([C:28]3[CH:29]=[C:24]([C:21](=[O:23])[CH3:22])[CH:25]=[CH:26][CH:27]=3)[C:11]3[C:6]([CH:5]=2)=[CH:7][C:8]([O:12][CH3:13])=[CH:9][CH:10]=3)[CH:19]=1, predict the reactants needed to synthesize it.